From a dataset of Full USPTO retrosynthesis dataset with 1.9M reactions from patents (1976-2016). Predict the reactants needed to synthesize the given product. (1) Given the product [CH:25]1[C:24]2[N:23]([C:20]3[CH:21]=[CH:22][C:17]([C:12]4[CH:13]=[C:14]5[C:9](=[CH:10][CH:11]=4)[CH:8]=[C:7]([OH:6])[CH:16]=[CH:15]5)=[CH:18][CH:19]=3)[C:35]3[C:30](=[CH:31][CH:32]=[CH:33][CH:34]=3)[C:29]=2[CH:28]=[CH:27][CH:26]=1, predict the reactants needed to synthesize it. The reactants are: B(Br)(Br)Br.C[O:6][C:7]1[CH:8]=[C:9]2[C:14](=[CH:15][CH:16]=1)[CH:13]=[C:12]([C:17]1[CH:22]=[CH:21][C:20]([N:23]3[C:35]4[CH:34]=[CH:33][CH:32]=[CH:31][C:30]=4[C:29]4[C:24]3=[CH:25][CH:26]=[CH:27][CH:28]=4)=[CH:19][CH:18]=1)[CH:11]=[CH:10]2. (2) Given the product [C:29]([C:31]1[CH:32]=[C:33]([NH:34][C:20]([C:17]2[CH:16]=[CH:15][C:14]([C:3]3[CH:4]=[C:5]([C:8]4[O:9][C:10]([CH3:13])=[N:11][N:12]=4)[CH:6]=[CH:7][C:2]=3[CH3:1])=[CH:19][CH:18]=2)=[O:22])[CH:35]=[CH:36][CH:37]=1)#[N:30], predict the reactants needed to synthesize it. The reactants are: [CH3:1][C:2]1[CH:7]=[CH:6][C:5]([C:8]2[O:9][C:10]([CH3:13])=[N:11][N:12]=2)=[CH:4][C:3]=1[C:14]1[CH:19]=[CH:18][C:17]([C:20]([OH:22])=O)=[CH:16][CH:15]=1.C(Cl)(=O)C(Cl)=O.[C:29]([C:31]1[CH:32]=[C:33]([CH:35]=[CH:36][CH:37]=1)[NH2:34])#[N:30].CN(C=O)C. (3) Given the product [OH:35][C@H:32]1[CH2:33][CH2:34][C@H:29]([NH:28][C:24]([C:7]2[N:8]([CH2:12][C:13]3[CH:18]=[CH:17][CH:16]=[C:15]([O:19][C:20]([F:21])([F:23])[F:22])[CH:14]=3)[C:9]3[C:5]([CH:6]=2)=[CH:4][C:3]([C:1]#[N:2])=[CH:11][CH:10]=3)=[O:26])[CH2:30][CH2:31]1, predict the reactants needed to synthesize it. The reactants are: [C:1]([C:3]1[CH:4]=[C:5]2[C:9](=[CH:10][CH:11]=1)[N:8]([CH2:12][C:13]1[CH:18]=[CH:17][CH:16]=[C:15]([O:19][C:20]([F:23])([F:22])[F:21])[CH:14]=1)[C:7]([C:24]([OH:26])=O)=[CH:6]2)#[N:2].Cl.[NH2:28][C@H:29]1[CH2:34][CH2:33][C@H:32]([OH:35])[CH2:31][CH2:30]1.C(N=C=NC(C)C)(C)C. (4) Given the product [NH2:1][C:2]1[C:11]2[C:6](=[CH:7][CH:8]=[CH:9][C:10]=2[O:12][CH2:13][C:14]([NH:17][C:28]([CH:24]2[CH2:27][CH2:26][CH2:25]2)=[O:29])([CH3:16])[CH3:15])[N:5]=[C:4]([CH3:18])[C:3]=1[C:19]([O:21][CH2:22][CH3:23])=[O:20], predict the reactants needed to synthesize it. The reactants are: [NH2:1][C:2]1[C:11]2[C:6](=[CH:7][CH:8]=[CH:9][C:10]=2[O:12][CH2:13][C:14]([NH2:17])([CH3:16])[CH3:15])[N:5]=[C:4]([CH3:18])[C:3]=1[C:19]([O:21][CH2:22][CH3:23])=[O:20].[CH:24]1([C:28](O)=[O:29])[CH2:27][CH2:26][CH2:25]1.